Dataset: Reaction yield outcomes from USPTO patents with 853,638 reactions. Task: Predict the reaction yield, written as a fraction of the theoretical maximum amount of product (1.0 means a 100% yield; for example, 0.34 means a 34% yield). (1) The reactants are [N:1]1[CH:6]=[CH:5][CH:4]=[C:3]([C:7](=[O:9])[CH3:8])[CH:2]=1.[BrH:10].BrBr. The catalyst is C(O)(=O)C.C(OCC)C. The product is [BrH:10].[Br:10][CH2:8][C:7]([C:3]1[CH:2]=[N:1][CH:6]=[CH:5][CH:4]=1)=[O:9]. The yield is 0.990. (2) The reactants are CC1C2C(=CC=CC=2[N+]([O-])=O)NC=1.[CH3:14][C:15]1[C:23]2[C:18](=[CH:19][C:20]([N+:24]([O-])=O)=[CH:21][CH:22]=2)[NH:17][CH:16]=1. The catalyst is C(O)C.[Pd]. The product is [CH3:14][C:15]1[C:23]2[C:18](=[CH:19][C:20]([NH2:24])=[CH:21][CH:22]=2)[NH:17][CH:16]=1. The yield is 0.240. (3) The catalyst is CN1CCCC1=O. The yield is 1.00. The reactants are [Br:1][C:2]1[CH:7]=[CH:6][C:5]([OH:8])=[CH:4][CH:3]=1.[H-].[Na+].Cl[CH:12](Cl)[C:13]1[CH:18]=[CH:17][CH:16]=[CH:15][CH:14]=1. The product is [C:13]1([CH:12]([O:8][C:5]2[CH:6]=[CH:7][C:2]([Br:1])=[CH:3][CH:4]=2)[O:8][C:5]2[CH:6]=[CH:7][C:2]([Br:1])=[CH:3][CH:4]=2)[CH:18]=[CH:17][CH:16]=[CH:15][CH:14]=1. (4) The reactants are [N+:1]([C:4]1[CH:9]=[CH:8][C:7]([C:10](=[O:24])[CH2:11][CH2:12][C:13]([C:15]2[CH:20]=[CH:19][C:18]([N+:21]([O-:23])=[O:22])=[CH:17][CH:16]=2)=[O:14])=[CH:6][CH:5]=1)([O-:3])=[O:2].C1(C(C2C=CC=CC=2)([C@@H]2CCCN2)O)C=CC=CC=1. No catalyst specified. The product is [N+:1]([C:4]1[CH:9]=[CH:8][C:7]([C@@H:10]([OH:24])[CH2:11][CH2:12][C@@H:13]([C:15]2[CH:20]=[CH:19][C:18]([N+:21]([O-:23])=[O:22])=[CH:17][CH:16]=2)[OH:14])=[CH:6][CH:5]=1)([O-:3])=[O:2]. The yield is 0.610. (5) The reactants are [H-].[Al+3].[Li+].[H-].[H-].[H-].C([O:9][C:10](=O)[C:11]1[CH:16]=[CH:15][C:14]([NH:17][S:18]([C:21]2[CH:26]=[CH:25][CH:24]=[C:23]([Cl:27])[C:22]=2[Cl:28])(=[O:20])=[O:19])=[C:13]([S:29](=[O:32])(=[O:31])[NH2:30])[CH:12]=1)C. The catalyst is C1COCC1. The product is [Cl:28][C:22]1[C:23]([Cl:27])=[CH:24][CH:25]=[CH:26][C:21]=1[S:18]([NH:17][C:14]1[CH:15]=[CH:16][C:11]([CH2:10][OH:9])=[CH:12][C:13]=1[S:29]([NH2:30])(=[O:32])=[O:31])(=[O:20])=[O:19]. The yield is 0.110. (6) The reactants are [F:1][C:2]1[CH:17]=[CH:16][C:5]([O:6][C:7]2[CH:8]=[C:9]([N+:13]([O-])=O)[CH:10]=[CH:11][CH:12]=2)=[CH:4][CH:3]=1. The catalyst is C(O)C.[Pd]. The product is [F:1][C:2]1[CH:17]=[CH:16][C:5]([O:6][C:7]2[CH:8]=[C:9]([CH:10]=[CH:11][CH:12]=2)[NH2:13])=[CH:4][CH:3]=1. The yield is 0.900.